Dataset: Forward reaction prediction with 1.9M reactions from USPTO patents (1976-2016). Task: Predict the product of the given reaction. (1) Given the reactants [CH2:1]([OH:7])[CH:2]([OH:6])[CH2:3][CH2:4][OH:5].[CH3:8][C:9]([CH3:11])=O.C(N(CC)CC)C, predict the reaction product. The product is: [CH3:8][C:9]1([CH3:11])[O:6][CH:2]([CH2:3][CH2:4][OH:5])[CH2:1][O:7]1. (2) Given the reactants [C:1]1([CH2:11][CH2:12][N:13]2[CH:17]=[C:16]([C:18]3[CH:23]=[C:22]([CH:24]=O)[CH:21]=[CH:20][N:19]=3)[N:15]=[CH:14]2)[C:10]2[C:5](=[CH:6][CH:7]=[CH:8][CH:9]=2)[CH:4]=[CH:3][CH:2]=1.[C:26]([O-])([O-])=O.[K+].[K+].COP(C(=[N+]=[N-])C(=O)C)(=O)OC, predict the reaction product. The product is: [C:24]([C:22]1[CH:21]=[CH:20][N:19]=[C:18]([C:16]2[N:15]=[CH:14][N:13]([CH2:12][CH2:11][C:1]3[C:10]4[C:5](=[CH:6][CH:7]=[CH:8][CH:9]=4)[CH:4]=[CH:3][CH:2]=3)[CH:17]=2)[CH:23]=1)#[CH:26]. (3) Given the reactants [F:1][C:2]1[C:7]2[NH:8][C:9]([C:11]3[S:12][CH:13]=[CH:14][CH:15]=3)=[N:10][C:6]=2[C:5]([C:16]([OH:18])=O)=[CH:4][CH:3]=1.CN(C(O[N:27]1N=[N:34][C:29]2[CH:30]=[CH:31][CH:32]=[N:33][C:28]1=2)=[N+](C)C)C.F[P-](F)(F)(F)(F)F.CCN(C(C)C)C(C)C.N1C=C(CCN)N=C1, predict the reaction product. The product is: [NH:27]1[C:31]([CH2:30][CH2:29][NH:34][C:16]([C:5]2[C:6]3[N:10]=[C:9]([C:11]4[S:12][CH:13]=[CH:14][CH:15]=4)[NH:8][C:7]=3[C:2]([F:1])=[CH:3][CH:4]=2)=[O:18])=[CH:32][N:33]=[CH:28]1. (4) Given the reactants [NH2:1][CH2:2][C:3]1[C:4]([F:20])=[C:5]([O:10][C:11]2[CH:12]=[C:13]([CH:16]=[C:17](Br)[CH:18]=2)[C:14]#[N:15])[C:6]([Cl:9])=[CH:7][CH:8]=1.[CH3:21][Zn]C, predict the reaction product. The product is: [NH2:1][CH2:2][C:3]1[C:4]([F:20])=[C:5]([O:10][C:11]2[CH:12]=[C:13]([CH:16]=[C:17]([CH3:21])[CH:18]=2)[C:14]#[N:15])[C:6]([Cl:9])=[CH:7][CH:8]=1. (5) Given the reactants [NH2:1][C:2]1[CH:6]=[CH:5][N:4]([CH3:7])[N:3]=1.C[O:9][C:10]([C:12]1[CH:22]=[C:21]([OH:23])[C:15]2[CH2:16][C:17]([CH3:20])([CH3:19])[O:18][C:14]=2[CH:13]=1)=O, predict the reaction product. The product is: [CH3:7][N:4]1[CH:5]=[CH:6][C:2]([NH:1][C:10]([C:12]2[CH:22]=[C:21]([OH:23])[C:15]3[CH2:16][C:17]([CH3:20])([CH3:19])[O:18][C:14]=3[CH:13]=2)=[O:9])=[N:3]1. (6) Given the reactants [C:1]([N:8]1[CH:12]=[CH:11]N=C1)(N1C=CN=C1)=[O:2].C1(/C=[CH:20]/[CH:21]=[CH:22]/[C:23]([OH:25])=[O:24])C=CC=CC=1.[CH2:26](N(CC)CC)C.[C:33]1(/[CH:39]=[C:40](\C)/[CH:41]=[CH:42]/C(Cl)=O)[CH:38]=[CH:37][CH:36]=[CH:35][CH:34]=1, predict the reaction product. The product is: [CH3:26][O:25][C:23](=[O:24])[CH2:22][CH2:21][CH2:20][CH2:11][CH2:12][NH:8][C:1](=[O:2])/[CH:42]=[CH:41]/[CH:40]=[CH:39]/[C:33]1[CH:34]=[CH:35][CH:36]=[CH:37][CH:38]=1. (7) Given the reactants [C:1]([NH:5][C:6]([C:8]1[C:12]2=[N:13][C:14]([C:17]3[C:25]4[C:20](=[CH:21][CH:22]=[C:23]([O:26][CH:27]([F:29])[F:28])[CH:24]=4)[N:19]([CH2:30][CH2:31][CH:32]([OH:34])[CH3:33])[N:18]=3)=[CH:15][N:16]=[C:11]2[N:10](C(C2C=CC=CC=2)(C2C=CC=CC=2)C2C=CC=CC=2)[CH:9]=1)=[O:7])([CH3:4])([CH3:3])[CH3:2].FC(F)(F)C(O)=O, predict the reaction product. The product is: [C:1]([NH:5][C:6]([C:8]1[C:12]2=[N:13][C:14]([C:17]3[C:25]4[C:20](=[CH:21][CH:22]=[C:23]([O:26][CH:27]([F:28])[F:29])[CH:24]=4)[N:19]([CH2:30][CH2:31][CH:32]([OH:34])[CH3:33])[N:18]=3)=[CH:15][N:16]=[C:11]2[NH:10][CH:9]=1)=[O:7])([CH3:4])([CH3:3])[CH3:2]. (8) Given the reactants [CH3:1][C:2]1[CH:12]=[C:5]2[NH:6][C:7]([CH3:11])=[CH:8][C:9](=O)[N:4]2[N:3]=1.CN(C)C1C=CC=CC=1.P(Cl)(Cl)([Cl:24])=O.[OH-].[Na+], predict the reaction product. The product is: [Cl:24][C:9]1[N:4]2[N:3]=[C:2]([CH3:1])[CH:12]=[C:5]2[N:6]=[C:7]([CH3:11])[CH:8]=1. (9) Given the reactants Cl.[CH3:2][C:3]1[C:8]([O:9][C:10]2[CH:15]=[CH:14][N:13]=[C:12]([NH:16][C:17]3[CH:18]=[C:19]([CH:39]=[CH:40][CH:41]=3)[CH2:20][N:21]3[CH2:26][CH2:25][N:24]([C:27](=[O:38])[CH2:28][CH2:29][NH:30]C(=O)OC(C)(C)C)[CH2:23][CH2:22]3)[CH:11]=2)=[CH:7][CH:6]=[C:5]([CH3:42])[N:4]=1, predict the reaction product. The product is: [NH2:30][CH2:29][CH2:28][C:27]([N:24]1[CH2:25][CH2:26][N:21]([CH2:20][C:19]2[CH:39]=[CH:40][CH:41]=[C:17]([NH:16][C:12]3[CH:11]=[C:10]([O:9][C:8]4[C:3]([CH3:2])=[N:4][C:5]([CH3:42])=[CH:6][CH:7]=4)[CH:15]=[CH:14][N:13]=3)[CH:18]=2)[CH2:22][CH2:23]1)=[O:38]. (10) Given the reactants [CH2:1]([O:3][C:4]([CH:6]1[CH2:11][CH2:10][C:9]([OH:17])([C:12]2[S:13][CH:14]=[CH:15][N:16]=2)[CH2:8][CH:7]1[CH3:18])=[O:5])[CH3:2].C1C(=O)N([Br:26])C(=O)C1.O.CCOC(C)=O, predict the reaction product. The product is: [CH2:1]([O:3][C:4]([CH:6]1[CH2:11][CH2:10][C:9]([C:12]2[S:13][C:14]([Br:26])=[CH:15][N:16]=2)([OH:17])[CH2:8][CH:7]1[CH3:18])=[O:5])[CH3:2].